This data is from CYP2C19 inhibition data for predicting drug metabolism from PubChem BioAssay. The task is: Regression/Classification. Given a drug SMILES string, predict its absorption, distribution, metabolism, or excretion properties. Task type varies by dataset: regression for continuous measurements (e.g., permeability, clearance, half-life) or binary classification for categorical outcomes (e.g., BBB penetration, CYP inhibition). Dataset: cyp2c19_veith. (1) The drug is Cc1cccc(C)c1NC(=O)CS(=O)CC(=O)NCCCc1ccccc1. The result is 0 (non-inhibitor). (2) The compound is COc1ccc(C(=O)N2CCC3(CCCN(C(c4ccccc4)c4ccccc4)C3)CC2)cc1. The result is 0 (non-inhibitor).